This data is from Forward reaction prediction with 1.9M reactions from USPTO patents (1976-2016). The task is: Predict the product of the given reaction. (1) The product is: [CH3:10][C@H:11]1[CH2:16][C@@H:15]([CH3:17])[CH2:14][N:13]([C:2]2[CH:9]=[CH:8][CH:7]=[CH:6][C:3]=2[C:4]#[N:5])[CH2:12]1. Given the reactants F[C:2]1[CH:9]=[CH:8][CH:7]=[CH:6][C:3]=1[C:4]#[N:5].[CH3:10][C@H:11]1[CH2:16][C@@H:15]([CH3:17])[CH2:14][NH:13][CH2:12]1.C(O)(=O)CC(CC(O)=O)(C(O)=O)O, predict the reaction product. (2) Given the reactants [NH:1]1[C:5]2[CH:6]=[CH:7][CH:8]=[CH:9][C:4]=2[N:3]=[C:2]1[C:10]([N:12]([CH2:34][CH:35]([CH3:37])[CH3:36])[C@H:13]1[CH2:18][C@@H:17]([C:19]([N:21]2[CH2:26][CH2:25][O:24][CH2:23][CH2:22]2)=[O:20])[CH2:16][N:15]([C:27]([O:29][C:30]([CH3:33])([CH3:32])[CH3:31])=[O:28])[CH2:14]1)=[O:11].[CH:38]1([CH2:41][CH2:42]O)[CH2:40][CH2:39]1.C1(P(C2C=CC=CC=2)C2C=CC=CC=2)C=CC=CC=1.N(C(OC(C)C)=O)=NC(OC(C)C)=O, predict the reaction product. The product is: [CH:38]1([CH2:41][CH2:42][N:1]2[C:5]3[CH:6]=[CH:7][CH:8]=[CH:9][C:4]=3[N:3]=[C:2]2[C:10]([N:12]([CH2:34][CH:35]([CH3:37])[CH3:36])[C@H:13]2[CH2:18][C@@H:17]([C:19]([N:21]3[CH2:22][CH2:23][O:24][CH2:25][CH2:26]3)=[O:20])[CH2:16][N:15]([C:27]([O:29][C:30]([CH3:31])([CH3:32])[CH3:33])=[O:28])[CH2:14]2)=[O:11])[CH2:40][CH2:39]1.